This data is from Full USPTO retrosynthesis dataset with 1.9M reactions from patents (1976-2016). The task is: Predict the reactants needed to synthesize the given product. (1) Given the product [CH2:1]([O:3][C:4]([C:6]1([C:9]2[CH:14]=[CH:13][C:12]([C:15]3[CH:20]=[CH:19][C:18]([C:21]4[S:22][C:23]([F:29])=[CH:24][C:25]=4[NH:34][C:37]([O:65][C@@H:63]([C:59]4[CH:60]=[CH:61][CH:62]=[C:57]([F:56])[CH:58]=4)[CH3:64])=[O:46])=[CH:17][C:16]=3[O:30][CH3:31])=[CH:11][CH:10]=2)[CH2:7][CH2:8]1)=[O:5])[CH3:2], predict the reactants needed to synthesize it. The reactants are: [CH2:1]([O:3][C:4]([C:6]1([C:9]2[CH:14]=[CH:13][C:12]([C:15]3[CH:20]=[CH:19][C:18]([C:21]4[S:22][C:23]([F:29])=[CH:24][C:25]=4C(O)=O)=[CH:17][C:16]=3[O:30][CH3:31])=[CH:11][CH:10]=2)[CH2:8][CH2:7]1)=[O:5])[CH3:2].C([N:34]([CH2:37]C)CC)C.C1(P(N=[N+]=[N-])(C2C=CC=CC=2)=[O:46])C=CC=CC=1.[F:56][C:57]1[CH:58]=[C:59]([C@H:63]([OH:65])[CH3:64])[CH:60]=[CH:61][CH:62]=1. (2) Given the product [O-:28][N+:19]1[C:20]2[CH:27]=[CH:26][CH:25]=[CH:24][C:21]=2[N+:22]([O-:23])=[C:17]([NH:16][CH2:15][CH2:14][CH2:13][N:5]([CH2:4][CH2:3][CH2:2][NH:1][C:34]([C:36]2[C:49]3[C:40](=[N:41][C:42]4[C:47]([N:48]=3)=[C:46]([CH3:50])[CH:45]=[CH:44][CH:43]=4)[CH:39]=[CH:38][CH:37]=2)=[O:35])[C:6](=[O:12])[O:7][C:8]([CH3:10])([CH3:11])[CH3:9])[N:18]=1, predict the reactants needed to synthesize it. The reactants are: [NH2:1][CH2:2][CH2:3][CH2:4][N:5]([CH2:13][CH2:14][CH2:15][NH:16][C:17]1[N:18]=[N+:19]([O-:28])[C:20]2[CH:27]=[CH:26][CH:25]=[CH:24][C:21]=2[N+:22]=1[O-:23])[C:6](=[O:12])[O:7][C:8]([CH3:11])([CH3:10])[CH3:9].N1([C:34]([C:36]2[C:49]3[C:40](=[N:41][C:42]4[C:47]([N:48]=3)=[C:46]([CH3:50])[CH:45]=[CH:44][CH:43]=4)[CH:39]=[CH:38][CH:37]=2)=[O:35])C=CN=C1.